Predict the reaction yield, written as a fraction of the theoretical maximum amount of product (1.0 means a 100% yield; for example, 0.34 means a 34% yield). From a dataset of Reaction yield outcomes from USPTO patents with 853,638 reactions. (1) The reactants are [Cl:1][C:2]1[CH:6]=[N:5][N:4]([CH:7]([CH3:9])[CH3:8])[C:3]=1[C:10]1[CH:11]=[C:12]([NH2:18])[CH:13]=[CH:14][C:15]=1[O:16][CH3:17].[F:19][C:20]1[CH:21]=[C:22]([N:27]=[C:28]=[O:29])[CH:23]=[CH:24][C:25]=1[F:26]. The catalyst is C(Cl)Cl. The product is [Cl:1][C:2]1[CH:6]=[N:5][N:4]([CH:7]([CH3:9])[CH3:8])[C:3]=1[C:10]1[CH:11]=[C:12]([NH:18][C:28]([NH:27][C:22]2[CH:23]=[CH:24][C:25]([F:26])=[C:20]([F:19])[CH:21]=2)=[O:29])[CH:13]=[CH:14][C:15]=1[O:16][CH3:17]. The yield is 0.350. (2) The product is [S:30]1[CH:31]=[CH:32][CH:33]=[C:29]1[C@:14]12[CH2:16][NH:17][CH2:18][C@H:13]1[CH2:12][S:11][C:10]([NH:9][C:1](=[O:8])[C:2]1[CH:3]=[CH:4][CH:5]=[CH:6][CH:7]=1)=[N:15]2. The yield is 0.780. The catalyst is C(#N)C. The reactants are [C:1]([NH:9][C:10]1[S:11][CH2:12][C@@H:13]2[CH2:18][N:17](C(OCC3C=CC=CC=3)=O)[CH2:16][C@:14]2([C:29]2[S:30][CH:31]=[CH:32][CH:33]=2)[N:15]=1)(=[O:8])[C:2]1[CH:7]=[CH:6][CH:5]=[CH:4][CH:3]=1.I[Si](C)(C)C. (3) The reactants are C([N:8]1[C@@H:12]([CH3:13])[CH2:11][C@H:10]([CH2:14][N:15]2[C:23]3[C:18](=[CH:19][C:20]([C:24]4[CH:25]=[N:26][N:27]([CH:29]5[CH2:34][CH2:33][CH2:32][CH2:31][O:30]5)[CH:28]=4)=[CH:21][CH:22]=3)[CH:17]=[CH:16]2)[CH2:9]1)C1C=CC=CC=1.C([O-])=O.[NH4+].C(OCC)(=O)C. The catalyst is CO.[OH-].[OH-].[Pd+2]. The product is [CH3:13][C@@H:12]1[NH:8][CH2:9][C@@H:10]([CH2:14][N:15]2[C:23]3[C:18](=[CH:19][C:20]([C:24]4[CH:25]=[N:26][N:27]([CH:29]5[CH2:34][CH2:33][CH2:32][CH2:31][O:30]5)[CH:28]=4)=[CH:21][CH:22]=3)[CH:17]=[CH:16]2)[CH2:11]1. The yield is 0.990. (4) The reactants are [Cl:1][C:2]1[N:10]([CH2:11][CH:12]=[CH2:13])[C:9]2[C:8](=[O:14])[NH:7][C:6](=[O:15])[N:5]([CH2:16][O:17][CH2:18][CH2:19][Si:20]([CH3:23])([CH3:22])[CH3:21])[C:4]=2[N:3]=1.CI.[C:26](=O)([O-])[O-].[Cs+].[Cs+].O. The catalyst is CN(C=O)C.C(OCC)(=O)C. The product is [Cl:1][C:2]1[N:10]([CH2:11][CH:12]=[CH2:13])[C:9]2[C:8](=[O:14])[N:7]([CH3:26])[C:6](=[O:15])[N:5]([CH2:16][O:17][CH2:18][CH2:19][Si:20]([CH3:21])([CH3:23])[CH3:22])[C:4]=2[N:3]=1. The yield is 0.920. (5) The reactants are [N:1]1([C:10](=[O:12])[CH3:11])[C:9]2[C:4](=[CH:5][CH:6]=[CH:7][CH:8]=2)[CH2:3][CH2:2]1.[Br:13]Br. The catalyst is C(O)(=O)C. The product is [Br:13][C:6]1[CH:5]=[C:4]2[C:9](=[CH:8][CH:7]=1)[N:1]([C:10](=[O:12])[CH3:11])[CH2:2][CH2:3]2. The yield is 0.960. (6) The reactants are C[Si](C)(C)[C:3]#[C:4][C:5]1[S:6][CH:7]=[CH:8][CH:9]=1.[C:12]1([N:18]=[N+:19]=[N-:20])[CH:17]=[CH:16][CH:15]=[CH:14][CH:13]=1.CN(C)CCN(C)CCN(C)C.CCCC[N+](CCCC)(CCCC)CCCC.[F-]. The catalyst is C1COCC1.[Cu]I. The product is [C:12]1([N:18]2[CH:3]=[C:4]([C:5]3[S:6][CH:7]=[CH:8][CH:9]=3)[N:20]=[N:19]2)[CH:17]=[CH:16][CH:15]=[CH:14][CH:13]=1. The yield is 0.476. (7) The reactants are [CH3:1][O:2][CH2:3][O:4][C:5]1[CH:10]=[CH:9][CH:8]=[CH:7][C:6]=1[CH:11]([C:13]1[CH:18]=[CH:17][C:16]([O:19][Si](C(C)C)(C(C)C)C(C)C)=[CH:15][CH:14]=1)[OH:12]. The catalyst is [O-2].[O-2].[Mn+4].O1CCCC1. The product is [OH:19][C:16]1[CH:15]=[CH:14][C:13]([C:11]([C:6]2[CH:7]=[CH:8][CH:9]=[CH:10][C:5]=2[O:4][CH2:3][O:2][CH3:1])=[O:12])=[CH:18][CH:17]=1. The yield is 0.670. (8) The reactants are [OH:1][C:2]1[CH:3]=[CH:4][C:5]2[C:14]3[N:13]=[CH:12][CH:11]=[CH:10][C:9]=3[C:8](=[O:15])[N:7]([CH2:16][O:17][CH3:18])[C:6]=2[CH:19]=1.C(=O)([O-])[O-].[K+].[K+].[CH3:26][N:27]([CH3:31])[CH2:28][CH2:29]Cl. The catalyst is CN(C)C=O. The product is [CH3:26][N:27]([CH3:31])[CH2:28][CH2:29][O:1][C:2]1[CH:3]=[CH:4][C:5]2[C:14]3[N:13]=[CH:12][CH:11]=[CH:10][C:9]=3[C:8](=[O:15])[N:7]([CH2:16][O:17][CH3:18])[C:6]=2[CH:19]=1. The yield is 0.730. (9) The reactants are [Cl:1][C:2]1[CH:3]=[N:4][CH:5]=[C:6]([Cl:17])[C:7]=1[N:8]1[CH2:13][CH2:12][CH:11]([C:14]([NH2:16])=O)[CH2:10][CH2:9]1.COC1C=CC(P2(SP(C3C=CC(OC)=CC=3)(=S)S2)=[S:27])=CC=1.C(=O)([O-])O.[Na+]. The catalyst is C1COCC1. The product is [Cl:1][C:2]1[CH:3]=[N:4][CH:5]=[C:6]([Cl:17])[C:7]=1[N:8]1[CH2:13][CH2:12][CH:11]([C:14](=[S:27])[NH2:16])[CH2:10][CH2:9]1. The yield is 0.400.